The task is: Predict the reaction yield, written as a fraction of the theoretical maximum amount of product (1.0 means a 100% yield; for example, 0.34 means a 34% yield).. This data is from Reaction yield outcomes from USPTO patents with 853,638 reactions. (1) The reactants are [F:1][C:2]([F:30])([F:29])[O:3][C:4]1[CH:9]=[CH:8][C:7]([N:10]2[CH:14]=[N:13][C:12]([C:15]3[CH:20]=[CH:19][C:18](/[C:21](/[CH3:28])=[CH:22]/[C:23]([O:25]CC)=[O:24])=[CH:17][CH:16]=3)=[N:11]2)=[CH:6][CH:5]=1.[OH-].[Na+].Cl. The catalyst is CO. The product is [F:30][C:2]([F:1])([F:29])[O:3][C:4]1[CH:9]=[CH:8][C:7]([N:10]2[CH:14]=[N:13][C:12]([C:15]3[CH:20]=[CH:19][C:18](/[C:21](/[CH3:28])=[CH:22]/[C:23]([OH:25])=[O:24])=[CH:17][CH:16]=3)=[N:11]2)=[CH:6][CH:5]=1. The yield is 0.950. (2) The reactants are C[O:2][C:3](=[O:35])[C:4]([C:7]1[CH:12]=[CH:11][C:10]([C:13]#[C:14][C:15]2[CH:16]=[C:17]3[C:22](=[C:23]([CH2:25][N:26]([CH:28]4[CH2:30][CH2:29]4)[CH3:27])[CH:24]=2)[O:21][C:20]([CH3:32])([CH3:31])[CH2:19][C:18]3([CH3:34])[CH3:33])=[CH:9][CH:8]=1)([CH3:6])[CH3:5].[OH-].[Na+]. The catalyst is CO.O1CCCC1. The product is [CH:28]1([N:26]([CH2:25][C:23]2[CH:24]=[C:15]([C:14]#[C:13][C:10]3[CH:11]=[CH:12][C:7]([C:4]([CH3:6])([CH3:5])[C:3]([OH:35])=[O:2])=[CH:8][CH:9]=3)[CH:16]=[C:17]3[C:22]=2[O:21][C:20]([CH3:32])([CH3:31])[CH2:19][C:18]3([CH3:33])[CH3:34])[CH3:27])[CH2:30][CH2:29]1. The yield is 0.270. (3) The reactants are [Cl:1][C:2]1[C:7]([NH2:8])=[CH:6][C:5]([C:9]2[N:13]([CH3:14])[N:12]=[N:11][C:10]=2[CH3:15])=[CH:4][N:3]=1.Br[C:17]1[C:18]([F:27])=[C:19]([CH:24]=[CH:25][CH:26]=1)[C:20]([O:22][CH3:23])=[O:21].C([O-])([O-])=O.[Cs+].[Cs+].CC1(C)C2C(=C(P(C3C=CC=CC=3)C3C=CC=CC=3)C=CC=2)OC2C(P(C3C=CC=CC=3)C3C=CC=CC=3)=CC=CC1=2. The catalyst is O1CCOCC1.CC(C1C=C(C(C)C)C(C2C(P(C3CCCCC3)C3CCCCC3)=C(OC)C=CC=2OC)=C(C(C)C)C=1)C.C1C=[C-]C(CCN)=CC=1.Cl[Pd+].C(Cl)(Cl)Cl.C1(P(C2C=CC=CC=2)[C-]2C=CC=C2)C=CC=CC=1.[C-]1(P(C2C=CC=CC=2)C2C=CC=CC=2)C=CC=C1.[Fe+2].CC([O-])=O.CC([O-])=O.[Pd+2]. The product is [Cl:1][C:2]1[C:7]([NH:8][C:17]2[C:18]([F:27])=[C:19]([CH:24]=[CH:25][CH:26]=2)[C:20]([O:22][CH3:23])=[O:21])=[CH:6][C:5]([C:9]2[N:13]([CH3:14])[N:12]=[N:11][C:10]=2[CH3:15])=[CH:4][N:3]=1. The yield is 0.170. (4) The reactants are [C-:1]1([C:6]([OH:8])=O)[CH:5]=[CH:4][CH:3]=[CH:2]1.[CH-:9]1[CH:13]=[CH:12][CH:11]=[CH:10]1.[Fe+2:14].C(Cl)(=O)C([Cl:18])=O. No catalyst specified. The product is [Cl:18][C:6]([C-:1]1[CH:5]=[CH:4][CH:3]=[CH:2]1)=[O:8].[CH-:9]1[CH:13]=[CH:12][CH:11]=[CH:10]1.[Fe+2:14]. The yield is 0.290. (5) The reactants are I[C:2]1[C:3]([NH2:16])=[N:4][C:5](=[O:15])[N:6]([CH:14]=1)[C@@H:7]1[O:13][C@H:10]([CH2:11][OH:12])[CH2:9][CH2:8]1.[C:17]1(=[O:36])[N:21]([CH2:22][CH2:23][O:24][CH2:25][CH2:26][O:27][CH2:28][C:29]#[CH:30])[C:20](=[O:31])[C:19]2=[CH:32][CH:33]=[CH:34][CH:35]=[C:18]12.C(N(CC)CC)C. The catalyst is CN(C)C=O.C(=O)(O)[O-].CO.C1C=CC([P]([Pd]([P](C2C=CC=CC=2)(C2C=CC=CC=2)C2C=CC=CC=2)([P](C2C=CC=CC=2)(C2C=CC=CC=2)C2C=CC=CC=2)[P](C2C=CC=CC=2)(C2C=CC=CC=2)C2C=CC=CC=2)(C2C=CC=CC=2)C2C=CC=CC=2)=CC=1. The product is [C:20]1(=[O:31])[N:21]([CH2:22][CH2:23][O:24][CH2:25][CH2:26][O:27][CH2:28][C:29]#[C:30][C:2]2[C:3]([NH2:16])=[N:4][C:5](=[O:15])[N:6]([CH:14]=2)[C@@H:7]2[O:13][C@H:10]([CH2:11][OH:12])[CH2:9][CH2:8]2)[C:17](=[O:36])[C:18]2=[CH:35][CH:34]=[CH:33][CH:32]=[C:19]12. The yield is 0.713. (6) The reactants are [CH3:1][N:2]1[CH2:7][CH2:6][N:5]([C:8]2[CH:9]=[CH:10][C:11]([N+:24]([O-])=O)=[C:12]([NH:14][S:15]([C:18]3[CH:23]=[CH:22][CH:21]=[CH:20][CH:19]=3)(=[O:17])=[O:16])[CH:13]=2)[CH2:4][CH2:3]1.O.NN.CO[C:32]1[CH:37]=[C:36]([CH3:38])[CH:35]=[CH:34][C:33]=1[S:39]([Cl:42])(=[O:41])=[O:40].C1C[O:46][CH2:45]C1. The catalyst is [Ni]. The product is [ClH:42].[CH3:45][O:46][C:35]1[CH:34]=[C:33]([S:39]([NH:24][C:11]2[CH:10]=[CH:9][C:8]([N:5]3[CH2:6][CH2:7][N:2]([CH3:1])[CH2:3][CH2:4]3)=[CH:13][C:12]=2[NH:14][S:15]([C:18]2[CH:23]=[CH:22][CH:21]=[CH:20][CH:19]=2)(=[O:17])=[O:16])(=[O:40])=[O:41])[CH:32]=[CH:37][C:36]=1[CH3:38]. The yield is 0.280. (7) The yield is 0.200. The product is [CH3:24][S:25]([C:28]1[CH:29]=[C:30]([CH:33]=[CH:34][CH:35]=1)[CH2:31][NH:32][C:13]([C:12]1[N:8]([C:3]2[CH:4]=[CH:5][CH:6]=[CH:7][C:2]=2[Cl:1])[N:9]=[C:10]([C:16]([F:19])([F:18])[F:17])[CH:11]=1)=[O:14])(=[O:26])=[O:27]. The reactants are [Cl:1][C:2]1[CH:7]=[CH:6][CH:5]=[CH:4][C:3]=1[N:8]1[C:12]([C:13](Cl)=[O:14])=[CH:11][C:10]([C:16]([F:19])([F:18])[F:17])=[N:9]1.C(Cl)(Cl)Cl.[CH3:24][S:25]([C:28]1[CH:29]=[C:30]([CH:33]=[CH:34][CH:35]=1)[CH2:31][NH2:32])(=[O:27])=[O:26]. The catalyst is CN(C1C=CN=CC=1)C.CCOC(C)=O. (8) The reactants are [CH3:1][C:2]1[NH:3][C:4]([NH2:7])=[N:5][N:6]=1.[O:8]1[CH2:13][CH2:12][C:11](=O)[CH2:10][CH2:9]1.C([BH3-])#N.[Na+].O. The catalyst is C(O)(=O)C. The product is [CH3:1][C:2]1[NH:3][C:4]([NH:7][CH:11]2[CH2:12][CH2:13][O:8][CH2:9][CH2:10]2)=[N:5][N:6]=1. The yield is 0.140.